From a dataset of Reaction yield outcomes from USPTO patents with 853,638 reactions. Predict the reaction yield, written as a fraction of the theoretical maximum amount of product (1.0 means a 100% yield; for example, 0.34 means a 34% yield). (1) The yield is 0.0950. The catalyst is CO.[OH-].[Pd+2].[OH-]. The reactants are C([O:8][CH2:9][CH2:10][O:11][C:12]1[N:17]=[CH:16][N:15]=[C:14]([NH:18][C:19]2[CH:43]=[CH:42][C:22]([C:23]([NH:25][C:26]3[S:30][N:29]=[C:28]([C:31]4[CH:36]=[CH:35][C:34]([F:37])=[C:33]([C:38]([F:41])([F:40])[F:39])[CH:32]=4)[N:27]=3)=[O:24])=[CH:21][CH:20]=2)[CH:13]=1)C1C=CC=CC=1.[H][H]. The product is [F:37][C:34]1[CH:35]=[CH:36][C:31]([C:28]2[N:27]=[C:26]([NH:25][C:23](=[O:24])[C:22]3[CH:21]=[CH:20][C:19]([NH:18][C:14]4[CH:13]=[C:12]([O:11][CH2:10][CH2:9][OH:8])[N:17]=[CH:16][N:15]=4)=[CH:43][CH:42]=3)[S:30][N:29]=2)=[CH:32][C:33]=1[C:38]([F:40])([F:39])[F:41]. (2) The reactants are [NH2:1][C@H:2]([C:13]([NH:15][C:16]1[CH:21]=[CH:20][CH:19]=[CH:18][CH:17]=1)=[O:14])[CH2:3][C:4]1[C:12]2[C:7](=[CH:8][CH:9]=[CH:10][CH:11]=2)[NH:6][CH:5]=1.[NH:22]([C:50]([O:52][C:53]([CH3:56])([CH3:55])[CH3:54])=[O:51])[C@H:23]([C:39]([NH:41][C@H:42]([C:47](O)=[O:48])[CH2:43][C:44](=[O:46])[NH2:45])=[O:40])[CH2:24][C:25]1[CH:30]=[CH:29][C:28]([O:31][CH2:32][C:33]2[CH:38]=[CH:37][CH:36]=[CH:35][CH:34]=2)=[CH:27][CH:26]=1.C(Cl)CCl.C1C=CC2N(O)N=NC=2C=1. The catalyst is C(Cl)Cl.CN(C=O)C. The product is [NH:22]([C:50]([O:52][C:53]([CH3:56])([CH3:55])[CH3:54])=[O:51])[C@H:23]([C:39]([NH:41][C@H:42]([C:47]([NH:1][C@H:2]([C:13]([NH:15][C:16]1[CH:21]=[CH:20][CH:19]=[CH:18][CH:17]=1)=[O:14])[CH2:3][C:4]1[C:12]2[C:7](=[CH:8][CH:9]=[CH:10][CH:11]=2)[NH:6][CH:5]=1)=[O:48])[CH2:43][C:44](=[O:46])[NH2:45])=[O:40])[CH2:24][C:25]1[CH:30]=[CH:29][C:28]([O:31][CH2:32][C:33]2[CH:38]=[CH:37][CH:36]=[CH:35][CH:34]=2)=[CH:27][CH:26]=1. The yield is 0.300. (3) The reactants are [CH2:1]([O:8][C:9]([C:11]1[S:28][C:14]2[NH:15][C:16](=[O:27])[N:17]([CH2:20][C:21]3[CH:26]=[CH:25][CH:24]=[CH:23][CH:22]=3)[C:18](=[O:19])[C:13]=2[CH:12]=1)=[O:10])[C:2]1[CH:7]=[CH:6][CH:5]=[CH:4][CH:3]=1.[H-].[Na+].[CH3:31]I. The catalyst is CN(C=O)C. The product is [CH2:1]([O:8][C:9]([C:11]1[S:28][C:14]2[N:15]([CH3:31])[C:16](=[O:27])[N:17]([CH2:20][C:21]3[CH:22]=[CH:23][CH:24]=[CH:25][CH:26]=3)[C:18](=[O:19])[C:13]=2[CH:12]=1)=[O:10])[C:2]1[CH:3]=[CH:4][CH:5]=[CH:6][CH:7]=1. The yield is 0.660. (4) The reactants are Cl.[C:2]([C:4]1[CH:9]=[CH:8][C:7]([NH:10][NH2:11])=[CH:6][CH:5]=1)#[N:3].[CH3:12][C:13]([CH3:20])([CH3:19])[C:14](=O)[CH2:15][C:16]#[N:17]. The catalyst is CCO. The product is [NH2:17][C:16]1[N:10]([C:7]2[CH:8]=[CH:9][C:4]([C:2]#[N:3])=[CH:5][CH:6]=2)[N:11]=[C:14]([C:13]([CH3:20])([CH3:19])[CH3:12])[CH:15]=1. The yield is 0.950. (5) The reactants are [N:1]1([C:12](=[O:13])[C:11]2[NH:10][CH:9]=[N:8][C:7]=2[N:5]([CH3:6])[C:3]1=[O:4])[CH3:2].[C:14](=[O:17])([O-])[O-].[K+].[K+].Br[CH2:21][CH2:22][CH2:23][CH2:24][CH2:25][C:26]([O:28]CC)=[O:27].[CH3:31]N(C)C=O. No catalyst specified. The product is [CH2:14]([O:17][N:10]1[C:11]2[C:12](=[O:13])[N:1]([CH3:2])[C:3](=[O:4])[N:5]([CH3:6])[C:7]=2[N:8]=[C:9]1[CH2:21][CH2:22][CH2:23][CH2:24][CH2:25][C:26]([OH:28])=[O:27])[CH3:31]. The yield is 0.837. (6) The reactants are [CH3:1][N:2]1[C:6]([CH:7]=[O:8])=[CH:5][N:4]=[CH:3]1.[F:9][C:10]1[CH:15]=[CH:14][C:13]([Mg]Br)=[CH:12][CH:11]=1. The catalyst is O1CCCC1. The product is [F:9][C:10]1[CH:15]=[CH:14][C:13]([CH:7]([C:6]2[N:2]([CH3:1])[CH:3]=[N:4][CH:5]=2)[OH:8])=[CH:12][CH:11]=1. The yield is 0.480. (7) The reactants are [C:1]([C:3]1[CH:8]=[CH:7][CH:6]=[CH:5][C:4]=1[C:9]1[CH:14]=[CH:13][C:12]([C:15](OCC)=O)=[CH:11][C:10]=1[O:20][CH3:21])#[N:2].[BH4-].[Li+].[C:24]([O:27][CH2:28][CH3:29])(=[O:26])[CH3:25].[Cl-].[NH4+]. The catalyst is O1CCCC1. The product is [C:1]([C:3]1[CH:8]=[CH:7][CH:6]=[CH:5][C:4]=1[C:9]1[CH:14]=[CH:13][C:12]([CH2:15][CH:25]([C:10](=[O:20])[CH2:9][CH2:4][CH3:3])[C:24]([O:27][CH2:28][CH3:29])=[O:26])=[CH:11][C:10]=1[O:20][CH3:21])#[N:2]. The yield is 0.850.